This data is from Full USPTO retrosynthesis dataset with 1.9M reactions from patents (1976-2016). The task is: Predict the reactants needed to synthesize the given product. (1) Given the product [C:13]([C:17]1[CH:18]=[CH:19][C:20]([CH2:21][O:12][C:5]2[CH:4]=[CH:3][C:2]([F:1])=[CH:11][C:6]=2[C:7]([O:9][CH3:10])=[O:8])=[CH:23][CH:24]=1)([CH3:16])([CH3:14])[CH3:15], predict the reactants needed to synthesize it. The reactants are: [F:1][C:2]1[CH:3]=[CH:4][C:5]([OH:12])=[C:6]([CH:11]=1)[C:7]([O:9][CH3:10])=[O:8].[C:13]([C:17]1[CH:24]=[CH:23][C:20]([CH2:21]Cl)=[CH:19][CH:18]=1)([CH3:16])([CH3:15])[CH3:14].C(=O)([O-])[O-].[K+].[K+].[I-].[K+]. (2) Given the product [NH2:1][CH2:4][C@@H:5]1[CH2:9][C@@H:8]([F:10])[CH2:7][N:6]1[C:11]([NH:13][C:14]1[C:22]2[C:17](=[CH:18][CH:19]=[CH:20][CH:21]=2)[N:16]([C:23]([NH2:25])=[O:24])[CH:15]=1)=[O:12], predict the reactants needed to synthesize it. The reactants are: [N:1]([CH2:4][C@@H:5]1[CH2:9][C@@H:8]([F:10])[CH2:7][N:6]1[C:11]([NH:13][C:14]1[C:22]2[C:17](=[CH:18][CH:19]=[CH:20][CH:21]=2)[N:16]([C:23]([NH2:25])=[O:24])[CH:15]=1)=[O:12])=[N+]=[N-]. (3) Given the product [OH:18][C@@H:15]1[CH2:16][CH2:17][C@H:12]([N:6]2[CH2:5][C:4]3[C:8](=[CH:9][CH:10]=[C:2]([B:22]4[O:23][C:24]([CH3:26])([CH3:25])[C:20]([CH3:36])([CH3:19])[O:21]4)[CH:3]=3)[C:7]2=[O:11])[CH2:13][CH2:14]1, predict the reactants needed to synthesize it. The reactants are: Br[C:2]1[CH:3]=[C:4]2[C:8](=[CH:9][CH:10]=1)[C:7](=[O:11])[N:6]([C@H:12]1[CH2:17][CH2:16][C@@H:15]([OH:18])[CH2:14][CH2:13]1)[CH2:5]2.[CH3:19][C:20]1([CH3:36])[C:24]([CH3:26])([CH3:25])[O:23][B:22]([B:22]2[O:23][C:24]([CH3:26])([CH3:25])[C:20]([CH3:36])([CH3:19])[O:21]2)[O:21]1. (4) Given the product [Cl:8][C:6]1[CH:5]=[C:4]([N+:9]([O-:11])=[O:10])[C:3]([OH:12])=[C:2]([C:13]2[CH2:18][CH2:17][CH2:16][CH2:15][CH:14]=2)[CH:7]=1, predict the reactants needed to synthesize it. The reactants are: Br[C:2]1[CH:7]=[C:6]([Cl:8])[CH:5]=[C:4]([N+:9]([O-:11])=[O:10])[C:3]=1[OH:12].[C:13]1(B(O)O)[CH2:18][CH2:17][CH2:16][CH2:15][CH:14]=1. (5) Given the product [CH3:11][O:12][C:13]1[CH:19]=[CH:18][C:17]([C:20]([F:21])([F:22])[F:23])=[CH:16][C:14]=1[NH:15][C:7]([NH:34][C:33]1[CH:35]=[CH:36][CH:37]=[C:31]([S:30][C:27]2[CH:28]=[CH:29][N:24]=[CH:25][CH:26]=2)[CH:32]=1)=[O:8], predict the reactants needed to synthesize it. The reactants are: N1C=CC=CC=1.[C:7](Cl)(Cl)=[O:8].[CH3:11][O:12][C:13]1[CH:19]=[CH:18][C:17]([C:20]([F:23])([F:22])[F:21])=[CH:16][C:14]=1[NH2:15].[N:24]1[CH:29]=[CH:28][C:27]([S:30][C:31]2[CH:32]=[C:33]([CH:35]=[CH:36][CH:37]=2)[NH2:34])=[CH:26][CH:25]=1. (6) Given the product [CH3:11][NH:12][CH2:7][CH:4]1[CH2:5][CH2:6][O:1][CH2:2][CH2:3]1, predict the reactants needed to synthesize it. The reactants are: [O:1]1[CH2:6][CH2:5][CH:4]([C:7](OC)=O)[CH2:3][CH2:2]1.[CH3:11][NH2:12].Cl.CN.[OH-].[Na+]. (7) The reactants are: [CH3:1][C:2]1[CH:7]=[CH:6][C:5]([C:8]2[C:16]3[O:15][CH:14]([CH2:17][NH2:18])[CH2:13][C:12]=3[CH:11]=[CH:10][CH:9]=2)=[CH:4][CH:3]=1.C(N(C(C)C)CC)(C)C.Cl[C:29]([O:31][CH2:32][C:33]1[CH:38]=[CH:37][CH:36]=[CH:35][CH:34]=1)=[O:30].C1(C2C3OC(CNC(=O)OCC4C=CC=CC=4)CC=3C=CC=2)CCCC1. Given the product [CH2:32]([O:31][C:29](=[O:30])[NH:18][CH2:17][CH:14]1[CH2:13][C:12]2[CH:11]=[CH:10][CH:9]=[C:8]([C:5]3[CH:4]=[CH:3][C:2]([CH3:1])=[CH:7][CH:6]=3)[C:16]=2[O:15]1)[C:33]1[CH:38]=[CH:37][CH:36]=[CH:35][CH:34]=1, predict the reactants needed to synthesize it.